This data is from Orexin1 receptor HTS with 218,158 compounds and 233 confirmed actives. The task is: Binary Classification. Given a drug SMILES string, predict its activity (active/inactive) in a high-throughput screening assay against a specified biological target. (1) The drug is S(=O)(=O)(Nc1ccccc1)c1ccc(OCC(=O)NCc2ccncc2)cc1. The result is 0 (inactive). (2) The compound is Brc1oc(/C=C\C(=O)Nc2scc(n2)CC(OCC)=O)cc1. The result is 0 (inactive). (3) The molecule is S(c1n(CCc2ccccc2)c(nn1)C)CC(=O)N. The result is 0 (inactive). (4) The drug is S(=O)(=O)(N1CCCC1)c1ccc(NC(=S)NC(=O)CCC(OC)=O)cc1. The result is 0 (inactive). (5) The molecule is Clc1ncc(C(OCC(=O)Nc2sc(c(c2C(OCC)=O)C)C(=O)N(C)C)=O)cc1. The result is 0 (inactive). (6) The compound is O(C(=O)C1CCCN(C1)C(=O)Cn1c(ccc1)C(=O)c1ccccc1)CC. The result is 0 (inactive). (7) The compound is O1C(OCC)C(C(C2CC2)C=C1C(=O)N1CCN(CC1)Cc1cc2OCOc2cc1)CCCO. The result is 0 (inactive).